This data is from Full USPTO retrosynthesis dataset with 1.9M reactions from patents (1976-2016). The task is: Predict the reactants needed to synthesize the given product. (1) Given the product [OH:22][C:23]12[CH2:29][C:26]([O:30][CH2:51][CH2:52][C:53]([OH:55])=[O:54])([CH2:27][CH2:28]1)[CH2:25][CH2:24]2, predict the reactants needed to synthesize it. The reactants are: OC12CC(CCCC(OC)=O)(CC1)CC2.FC1C=C(C=C(F)C=1)C([O:22][C:23]12[CH2:29][C:26]([OH:30])([CH2:27][CH2:28]1)[CH2:25][CH2:24]2)=O.BrCC1N(C2C=CC(Cl)=CC=2)N=C(C)C=1.Br[CH2:51][CH2:52][C:53]([O:55]C)=[O:54]. (2) Given the product [OH2:6].[OH2:17].[NH2:26][C@H:27]([C:33]([O-:35])=[O:34])[CH2:28][CH2:29][C:30]([O-:32])=[O:31].[Zn+2:37], predict the reactants needed to synthesize it. The reactants are: N[C@H](C([O-])=O)CCC([O-])=[O:6].[Sr+2].N[C@H](C([O-])=O)CCC([O-])=[O:17].[Na+].[Na+].O.[Na+].[NH2:26][C@H:27]([C:33]([O-:35])=[O:34])[CH2:28][CH2:29][C:30]([OH:32])=[O:31].[Cl-].[Zn+2:37].[Cl-]. (3) Given the product [CH2:1]([O:5][CH2:6][CH2:7][O:8][C:9]1[CH:10]=[CH:11][C:12]([C:15]2[CH:16]=[CH:17][C:18]3[N:24]([CH2:25][CH:26]([CH3:28])[CH3:27])[CH2:23][CH2:22][C:21]([C:39]([NH:38][C:37]4[CH:13]=[CH:14][C:9]([OH:8])=[CH:10][CH:11]=4)=[O:40])=[CH:20][C:19]=3[CH:32]=2)=[CH:13][CH:14]=1)[CH2:2][CH2:3][CH3:4], predict the reactants needed to synthesize it. The reactants are: [CH2:1]([O:5][CH2:6][CH2:7][O:8][C:9]1[CH:14]=[CH:13][C:12]([C:15]2[CH:16]=[CH:17][C:18]3[N:24]([CH2:25][CH:26]([CH3:28])[CH3:27])[CH2:23][CH2:22][C:21](C(O)=O)=[CH:20][C:19]=3[CH:32]=2)=[CH:11][CH:10]=1)[CH2:2][CH2:3][CH3:4].S(Cl)(Cl)=O.[CH3:37][N:38](C)[CH:39]=[O:40]. (4) Given the product [C:39]([C:38]1[CH:37]=[CH:36][C:35]([CH:17]2[N:16]([C:2]([O:4][C:5]3[CH:10]=[CH:9][C:8]([N+:11]([O-:13])=[O:12])=[CH:7][CH:6]=3)=[O:3])[C:15](=[O:14])[N:20]([C:21]3[CH:26]=[CH:25][CH:24]=[C:23]([C:27]([F:30])([F:28])[F:29])[CH:22]=3)[C:19]3[CH2:31][CH2:32][C:33](=[O:34])[C:18]2=3)=[CH:42][CH:41]=1)#[N:40], predict the reactants needed to synthesize it. The reactants are: Cl[C:2]([O:4][C:5]1[CH:10]=[CH:9][C:8]([N+:11]([O-:13])=[O:12])=[CH:7][CH:6]=1)=[O:3].[O:14]=[C:15]1[N:20]([C:21]2[CH:26]=[CH:25][CH:24]=[C:23]([C:27]([F:30])([F:29])[F:28])[CH:22]=2)[C:19]2[CH2:31][CH2:32][C:33](=[O:34])[C:18]=2[CH:17]([C:35]2[CH:42]=[CH:41][C:38]([C:39]#[N:40])=[CH:37][CH:36]=2)[NH:16]1.C(N(CC)C(C)C)(C)C. (5) Given the product [Cl:2][C:3]1[CH:8]=[CH:7][C:6]([C:9]2([CH2:15][OH:16])[CH2:14][CH2:13][NH:12][CH2:11][CH2:10]2)=[CH:5][CH:4]=1, predict the reactants needed to synthesize it. The reactants are: Cl.[Cl:2][C:3]1[CH:8]=[CH:7][C:6]([C:9]2([C:15](O)=[O:16])[CH2:14][CH2:13][NH:12][CH2:11][CH2:10]2)=[CH:5][CH:4]=1.[H-].[H-].[H-].[H-].[Li+].[Al+3].